The task is: Predict the reaction yield, written as a fraction of the theoretical maximum amount of product (1.0 means a 100% yield; for example, 0.34 means a 34% yield).. This data is from Reaction yield outcomes from USPTO patents with 853,638 reactions. (1) The reactants are Cl[C:2]1[C:11]2[C:6](=[CH:7][CH:8]=[CH:9][CH:10]=2)[N:5]([CH3:12])[C:4]2=[C:13]3[C:18](=[N:19][C:3]=12)[CH:17]=[CH:16][CH:15]=[CH:14]3.[C:20]([O:24][C:25](=[O:36])[NH:26][CH2:27][CH2:28][CH2:29][N:30]([CH2:32][CH2:33][CH2:34][NH2:35])[CH3:31])([CH3:23])([CH3:22])[CH3:21]. The catalyst is C(OCCO)C. The product is [C:20]([O:24][C:25](=[O:36])[NH:26][CH2:27][CH2:28][CH2:29][N:30]([CH3:31])[CH2:32][CH2:33][CH2:34][NH:35][C:2]1[C:11]2[C:6](=[CH:7][CH:8]=[CH:9][CH:10]=2)[N:5]([CH3:12])[C:4]2=[C:13]3[C:18](=[N:19][C:3]=12)[CH:17]=[CH:16][CH:15]=[CH:14]3)([CH3:23])([CH3:22])[CH3:21]. The yield is 0.490. (2) The reactants are [NH:1]1[C:5]2[CH:6]=[CH:7][CH:8]=[CH:9][C:4]=2[N:3]=[C:2]1[NH:10][CH:11]1[CH2:16][CH2:15][CH:14]([NH:17][C:18]2[C:23]([NH2:24])=[CH:22][CH:21]=[CH:20][N:19]=2)[CH2:13][CH2:12]1.[CH3:25][O:26][C:27](OC)(OC)OC.C(O)(=O)CC. No catalyst specified. The product is [CH3:25][O:26][C:27]1[N:17]([CH:14]2[CH2:15][CH2:16][CH:11]([NH:10][C:2]3[NH:3][C:4]4[CH:9]=[CH:8][CH:7]=[CH:6][C:5]=4[N:1]=3)[CH2:12][CH2:13]2)[C:18]2=[N:19][CH:20]=[CH:21][CH:22]=[C:23]2[N:24]=1. The yield is 0.144.